From a dataset of Forward reaction prediction with 1.9M reactions from USPTO patents (1976-2016). Predict the product of the given reaction. The product is: [I:47][CH2:21][C:22]1[CH:23]=[C:24]([CH3:41])[CH:25]=[C:26]2[C:31]=1[O:30][CH:29]([C:32]([F:35])([F:34])[F:33])[C:28]([C:36]([O:38][CH2:39][CH3:40])=[O:37])=[CH:27]2. Given the reactants C1(P(C2C=CC=CC=2)C2C=CC=CC=2)C=CC=CC=1.O[CH2:21][C:22]1[CH:23]=[C:24]([CH3:41])[CH:25]=[C:26]2[C:31]=1[O:30][CH:29]([C:32]([F:35])([F:34])[F:33])[C:28]([C:36]([O:38][CH2:39][CH3:40])=[O:37])=[CH:27]2.N1C=CN=C1.[I:47]I, predict the reaction product.